This data is from Peptide-MHC class I binding affinity with 185,985 pairs from IEDB/IMGT. The task is: Regression. Given a peptide amino acid sequence and an MHC pseudo amino acid sequence, predict their binding affinity value. This is MHC class I binding data. (1) The peptide sequence is YVLSFQVTF. The MHC is HLA-B57:01 with pseudo-sequence HLA-B57:01. The binding affinity (normalized) is 0.0847. (2) The peptide sequence is SDMDTATET. The MHC is HLA-B40:02 with pseudo-sequence HLA-B40:02. The binding affinity (normalized) is 0.262. (3) The peptide sequence is ALEMADTFL. The MHC is HLA-A02:01 with pseudo-sequence HLA-A02:01. The binding affinity (normalized) is 0.385. (4) The peptide sequence is FISFYLINK. The MHC is HLA-A31:01 with pseudo-sequence HLA-A31:01. The binding affinity (normalized) is 0.289.